The task is: Predict the reactants needed to synthesize the given product.. This data is from Full USPTO retrosynthesis dataset with 1.9M reactions from patents (1976-2016). (1) Given the product [CH3:18][O:19][C:20]([C:16]1[C:8]2[N:9]=[C:10]([C:12]([Cl:13])([Cl:14])[Cl:15])[NH:11][C:7]=2[CH:6]=[CH:5][CH:17]=1)=[O:29], predict the reactants needed to synthesize it. The reactants are: COC([C:5]1[CH:17]=[CH:16][C:8]2[NH:9][C:10]([C:12]([Cl:15])([Cl:14])[Cl:13])=[N:11][C:7]=2[CH:6]=1)=O.[CH3:18][O:19][C:20](=[O:29])C1C=CC=C(N)C=1N. (2) The reactants are: [Cl:1][C:2]1[CH:7]=[CH:6][C:5]([C:8]2[N:12]([CH2:13][C@H:14](O)[C:15](F)(F)F)[C:11](=[O:20])[N:10]([CH2:21][C:22]([NH:24][CH:25]([C:29]3[CH:34]=[CH:33][CH:32]=[CH:31][C:30]=3C)[CH2:26][CH2:27][OH:28])=[O:23])[N:9]=2)=[CH:4][CH:3]=1.ClC1C=CC(C2N(C3CC3)[C:46](=[O:51])N(CC(O)=O)N=2)=CC=1.NC(C1C=CC=C(OC)C=1)CCO. Given the product [Cl:1][C:2]1[CH:7]=[CH:6][C:5]([C:8]2[N:12]([CH:13]3[CH2:14][CH2:15]3)[C:11](=[O:20])[N:10]([CH2:21][C:22]([NH:24][CH:25]([C:29]3[CH:30]=[CH:31][CH:32]=[C:33]([O:51][CH3:46])[CH:34]=3)[CH2:26][CH2:27][OH:28])=[O:23])[N:9]=2)=[CH:4][CH:3]=1, predict the reactants needed to synthesize it. (3) Given the product [CH3:18][O:17][C:3]1[CH:4]=[C:5]([CH:15]=[CH:16][C:2]=1[NH:1][C:20]1[N:25]=[C:24]([NH:26][C:27]2[CH:36]=[CH:35][CH:34]=[CH:33][C:28]=2[C:29](=[O:30])[NH:31][CH3:32])[C:23]([C:37]([F:40])([F:38])[F:39])=[CH:22][N:21]=1)[CH2:6][CH2:7][PH:8](=[O:14])[O:9][CH2:10][CH2:11][O:12][CH3:13], predict the reactants needed to synthesize it. The reactants are: [NH2:1][C:2]1[CH:16]=[CH:15][C:5]([CH2:6][CH2:7][PH:8](=[O:14])[O:9][CH2:10][CH2:11][O:12][CH3:13])=[CH:4][C:3]=1[O:17][CH3:18].Cl[C:20]1[N:25]=[C:24]([NH:26][C:27]2[CH:36]=[CH:35][CH:34]=[CH:33][C:28]=2[C:29]([NH:31][CH3:32])=[O:30])[C:23]([C:37]([F:40])([F:39])[F:38])=[CH:22][N:21]=1. (4) Given the product [CH2:1]1[O:26][C:25]2[CH:24]=[CH:23][C:5]([CH2:6][N:7]([CH3:27])[C:8]3[C:9]4[S:16][C:15]([C:17]5[CH:18]=[N:19][CH:20]=[CH:21][CH:22]=5)=[CH:14][C:10]=4[N:11]=[CH:12][N:13]=3)=[CH:4][C:3]=2[O:2]1, predict the reactants needed to synthesize it. The reactants are: [CH2:1]1[O:26][C:25]2[CH:24]=[CH:23][C:5]([CH2:6][NH:7][C:8]3[C:9]4[S:16][C:15]([C:17]5[CH:18]=[N:19][CH:20]=[CH:21][CH:22]=5)=[CH:14][C:10]=4[N:11]=[CH:12][N:13]=3)=[CH:4][C:3]=2[O:2]1.[CH3:27]I.[H-].[Na+]. (5) Given the product [Si:22]([O:4][CH2:3][C@@H:2]([C:5]1[CH:6]=[C:7]([CH:15]=[C:16]([C:18]([F:19])([F:20])[F:21])[CH:17]=1)[C:8]([O:10][C:11]([CH3:14])([CH3:12])[CH3:13])=[O:9])[OH:1])([C:25]([CH3:28])([CH3:27])[CH3:26])([CH3:24])[CH3:23], predict the reactants needed to synthesize it. The reactants are: [OH:1][C@H:2]([C:5]1[CH:6]=[C:7]([CH:15]=[C:16]([C:18]([F:21])([F:20])[F:19])[CH:17]=1)[C:8]([O:10][C:11]([CH3:14])([CH3:13])[CH3:12])=[O:9])[CH2:3][OH:4].[Si:22](Cl)([C:25]([CH3:28])([CH3:27])[CH3:26])([CH3:24])[CH3:23].N1C=CN=C1.O. (6) Given the product [NH2:17][C:10]1[C:11]([C:13]([F:16])([F:14])[F:15])=[CH:12][C:2]([F:1])=[C:3]([CH:9]=1)[C:4]([O:6][CH2:7][CH3:8])=[O:5], predict the reactants needed to synthesize it. The reactants are: [F:1][C:2]1[CH:12]=[C:11]([C:13]([F:16])([F:15])[F:14])[C:10]([N+:17]([O-])=O)=[CH:9][C:3]=1[C:4]([O:6][CH2:7][CH3:8])=[O:5]. (7) Given the product [CH3:2][O:3][C:4](=[O:10])[CH2:5][CH2:6][CH2:7][NH:8][CH2:9][C:29](=[O:30])[CH2:28][CH2:27][N:24]1[CH2:25][CH2:26][CH:21]([O:20][C:18](=[O:19])[NH:17][C:12]2[CH:13]=[CH:14][CH:15]=[CH:16][C:11]=2[C:32]2[CH:33]=[CH:34][CH:35]=[CH:36][CH:37]=2)[CH2:22][CH2:23]1, predict the reactants needed to synthesize it. The reactants are: Cl.[CH3:2][O:3][C:4](=[O:10])[CH2:5][CH2:6][CH2:7][NH:8][CH3:9].[C:11]1([C:32]2[CH:37]=[CH:36][CH:35]=[CH:34][CH:33]=2)[CH:16]=[CH:15][CH:14]=[CH:13][C:12]=1[NH:17][C:18]([O:20][CH:21]1[CH2:26][CH2:25][N:24]([CH2:27][CH2:28][C:29](O)=[O:30])[CH2:23][CH2:22]1)=[O:19].C(N(CC)C(C)C)(C)C.O. (8) Given the product [OH:1][C:2]1([C:15]#[C:16][CH3:17])[CH2:3][CH2:4][N:5]([C:8]([O:10][C:11]([CH3:14])([CH3:13])[CH3:12])=[O:9])[CH2:6][CH2:7]1, predict the reactants needed to synthesize it. The reactants are: [O:1]=[C:2]1[CH2:7][CH2:6][N:5]([C:8]([O:10][C:11]([CH3:14])([CH3:13])[CH3:12])=[O:9])[CH2:4][CH2:3]1.[C:15]([Mg]Br)#[C:16][CH3:17].C(=O)([O-])O.[Na+].